Dataset: Tox21: 12 toxicity assays (nuclear receptors and stress response pathways). Task: Binary classification across 12 toxicity assays. (1) The molecule is Oc1ccc2c(c1)OC[C@@H](N1CCC(O)(c3ccc(F)cc3)CC1)[C@H]2O. It tested positive (active) for: NR-AhR (Aryl hydrocarbon Receptor agonist activity), NR-ER (Estrogen Receptor agonist activity), and SR-ATAD5 (ATAD5 genotoxicity (DNA damage)). (2) It tested positive (active) for: NR-AhR (Aryl hydrocarbon Receptor agonist activity), and SR-MMP (Mitochondrial Membrane Potential disruption). The compound is Nc1ccc(/N=N/c2ccc(-c3ccc(/N=N/c4c(S(=O)(=O)[O-])cc5cc(S(=O)(=O)[O-])c(/N=N/c6ccccc6)c(O)c5c4N)cc3)cc2)c(N)c1. (3) The molecule is O=[N+]([O-])c1cc(C(F)(F)F)cc([N+](=O)[O-])c1Cl. It tested positive (active) for: NR-AR (Androgen Receptor agonist activity), and SR-ARE (Antioxidant Response Element (oxidative stress)). (4) The drug is COC(=O)/C=C(\C)OP(=O)(OC)OC. It tested positive (active) for: NR-Aromatase (Aromatase enzyme inhibition). (5) The compound is CC(O)C(=O)O[Hg]c1ccccc1. It tested positive (active) for: NR-AR-LBD (Androgen Receptor Ligand Binding Domain agonist), NR-ER-LBD (Estrogen Receptor Ligand Binding Domain agonist), NR-PPAR-gamma (PPAR-gamma nuclear receptor agonist), SR-HSE (Heat Shock Element response), and SR-p53 (p53 tumor suppressor activation). (6) The compound is O=C(Nc1ccccc1)N(Cc1ccc(Cl)cc1)C1CCCC1. It tested positive (active) for: NR-AhR (Aryl hydrocarbon Receptor agonist activity), and SR-MMP (Mitochondrial Membrane Potential disruption).